Dataset: NCI-60 drug combinations with 297,098 pairs across 59 cell lines. Task: Regression. Given two drug SMILES strings and cell line genomic features, predict the synergy score measuring deviation from expected non-interaction effect. (1) Drug 1: CC12CCC3C(C1CCC2=O)CC(=C)C4=CC(=O)C=CC34C. Drug 2: C1C(C(OC1N2C=NC3=C(N=C(N=C32)Cl)N)CO)O. Cell line: NCI/ADR-RES. Synergy scores: CSS=52.5, Synergy_ZIP=-7.90, Synergy_Bliss=-0.525, Synergy_Loewe=-5.49, Synergy_HSA=1.82. (2) Drug 1: C1CCC(C1)C(CC#N)N2C=C(C=N2)C3=C4C=CNC4=NC=N3. Drug 2: C1=NC2=C(N=C(N=C2N1C3C(C(C(O3)CO)O)F)Cl)N. Cell line: MOLT-4. Synergy scores: CSS=41.5, Synergy_ZIP=-0.542, Synergy_Bliss=-1.04, Synergy_Loewe=-11.4, Synergy_HSA=-0.873. (3) Drug 1: C1CC(=O)NC(=O)C1N2CC3=C(C2=O)C=CC=C3N. Drug 2: CN(C)N=NC1=C(NC=N1)C(=O)N. Cell line: SNB-19. Synergy scores: CSS=0.498, Synergy_ZIP=-0.421, Synergy_Bliss=-2.53, Synergy_Loewe=-2.73, Synergy_HSA=-4.16. (4) Drug 1: CC1C(C(CC(O1)OC2CC(CC3=C2C(=C4C(=C3O)C(=O)C5=C(C4=O)C(=CC=C5)OC)O)(C(=O)C)O)N)O.Cl. Drug 2: C1C(C(OC1N2C=NC3=C2NC=NCC3O)CO)O. Cell line: A549. Synergy scores: CSS=13.1, Synergy_ZIP=-9.29, Synergy_Bliss=-6.29, Synergy_Loewe=-6.59, Synergy_HSA=-6.50. (5) Drug 1: C1CC(=O)NC(=O)C1N2CC3=C(C2=O)C=CC=C3N. Drug 2: C1=C(C(=O)NC(=O)N1)N(CCCl)CCCl. Cell line: TK-10. Synergy scores: CSS=9.44, Synergy_ZIP=-4.76, Synergy_Bliss=0.419, Synergy_Loewe=-6.07, Synergy_HSA=0.365. (6) Drug 1: C1=CC=C(C(=C1)C(C2=CC=C(C=C2)Cl)C(Cl)Cl)Cl. Drug 2: CCN(CC)CCCC(C)NC1=C2C=C(C=CC2=NC3=C1C=CC(=C3)Cl)OC. Cell line: NCI-H460. Synergy scores: CSS=1.66, Synergy_ZIP=-1.29, Synergy_Bliss=-0.124, Synergy_Loewe=-5.27, Synergy_HSA=-0.917. (7) Drug 1: CC1C(C(CC(O1)OC2CC(CC3=C2C(=C4C(=C3O)C(=O)C5=C(C4=O)C(=CC=C5)OC)O)(C(=O)CO)O)N)O.Cl. Drug 2: CC1C(C(CC(O1)OC2CC(CC3=C2C(=C4C(=C3O)C(=O)C5=C(C4=O)C(=CC=C5)OC)O)(C(=O)CO)O)N)O.Cl. Cell line: ACHN. Synergy scores: CSS=47.3, Synergy_ZIP=-8.69, Synergy_Bliss=-6.67, Synergy_Loewe=-4.37, Synergy_HSA=-3.10. (8) Drug 2: CC1C(C(CC(O1)OC2CC(CC3=C2C(=C4C(=C3O)C(=O)C5=CC=CC=C5C4=O)O)(C(=O)C)O)N)O. Cell line: BT-549. Synergy scores: CSS=34.1, Synergy_ZIP=1.98, Synergy_Bliss=2.79, Synergy_Loewe=2.57, Synergy_HSA=3.66. Drug 1: CCCCC(=O)OCC(=O)C1(CC(C2=C(C1)C(=C3C(=C2O)C(=O)C4=C(C3=O)C=CC=C4OC)O)OC5CC(C(C(O5)C)O)NC(=O)C(F)(F)F)O.